Dataset: Catalyst prediction with 721,799 reactions and 888 catalyst types from USPTO. Task: Predict which catalyst facilitates the given reaction. (1) Reactant: [Cl:1][C:2]1[CH:7]=[CH:6][CH:5]=[C:4]([Cl:8])[C:3]=1[CH2:9][CH2:10][OH:11].[CH3:12][S:13](Cl)(=[O:15])=[O:14]. Product: [CH3:12][S:13]([O:11][CH2:10][CH2:9][C:3]1[C:2]([Cl:1])=[CH:7][CH:6]=[CH:5][C:4]=1[Cl:8])(=[O:15])=[O:14]. The catalyst class is: 34. (2) Reactant: [C:1]([C:3]1[N:8]=[CH:7][C:6]([NH:9][C:10](=[O:15])[C:11]([F:14])([F:13])[F:12])=[CH:5][CH:4]=1)#[N:2].C1C=C(Cl)C=C(C(OO)=[O:24])C=1.OS([O-])=O.[Na+].C([O-])(O)=O.[Na+]. Product: [C:1]([C:3]1[N:8]=[CH:7][C:6]([NH+:9]([O-:24])[C:10](=[O:15])[C:11]([F:12])([F:13])[F:14])=[CH:5][CH:4]=1)#[N:2]. The catalyst class is: 146.